Dataset: Reaction yield outcomes from USPTO patents with 853,638 reactions. Task: Predict the reaction yield, written as a fraction of the theoretical maximum amount of product (1.0 means a 100% yield; for example, 0.34 means a 34% yield). (1) The reactants are [C:1]([C:3]1[CH:4]=[CH:5][C:6]([O:18][C:19]2[CH:24]=[C:23]([Cl:25])[CH:22]=[C:21]([Cl:26])[CH:20]=2)=[C:7]([S:9]([NH:12][CH2:13][CH2:14][N:15]([CH3:17])[CH3:16])(=[O:11])=[O:10])[CH:8]=1)#[N:2].Br[CH2:28][CH2:29][N:30]1[C:34](=[O:35])[CH2:33][CH2:32][C:31]1=[O:36].[H-].[Na+]. The catalyst is CN(C=O)C. The product is [C:1]([C:3]1[CH:4]=[CH:5][C:6]([O:18][C:19]2[CH:20]=[C:21]([Cl:26])[CH:22]=[C:23]([Cl:25])[CH:24]=2)=[C:7]([S:9]([N:12]([CH2:13][CH2:14][N:15]([CH3:17])[CH3:16])[CH2:28][CH2:29][N:30]2[C:34](=[O:35])[CH2:33][CH2:32][C:31]2=[O:36])(=[O:10])=[O:11])[CH:8]=1)#[N:2]. The yield is 0.816. (2) The product is [Cl:1][C:2]1[CH:7]=[CH:6][C:5]([C@H:8]2[O:12][C:11](=[O:13])[N:10]([CH2:14][C:15]3[CH:20]=[CH:19][C:18]([N:72]4[CH2:71][CH2:70][N:69]([CH2:68][C:63]5[CH:64]=[CH:65][CH:66]=[CH:67][N:62]=5)[CH2:74][CH2:73]4)=[CH:17][CH:16]=3)[CH2:9]2)=[CH:4][CH:3]=1. The reactants are [Cl:1][C:2]1[CH:7]=[CH:6][C:5]([C@H:8]2[O:12][C:11](=[O:13])[N:10]([CH2:14][C:15]3[CH:20]=[CH:19][C:18](I)=[CH:17][CH:16]=3)[CH2:9]2)=[CH:4][CH:3]=1.C([O-])(=O)C.[Pb+2].C([O-])(=O)C.C1(P(C2CCCCC2)C2C=CC=CC=2C2C=CC=CC=2)CCCCC1.C(=O)([O-])[O-].[Cs+].[Cs+].[N:62]1[CH:67]=[CH:66][CH:65]=[CH:64][C:63]=1[CH:68]1[CH2:73][NH:72][CH2:71][CH2:70][N:69]1[CH3:74]. The yield is 0.540. The catalyst is C1(C)C=CC=CC=1.ClCCl. (3) The reactants are [I:1]I.N(OCCCC)=O.[CH3:10][N:11]1[CH:15]=[C:14]([C:16]2[CH:22]=[CH:21][C:19](N)=[C:18]([N+:23]([O-:25])=[O:24])[CH:17]=2)[CH:13]=[N:12]1.S([O-])([O-])=O.[Na+].[Na+]. The catalyst is C(Cl)Cl.CS(C)=O.C(#N)C. The product is [I:1][C:19]1[CH:21]=[CH:22][C:16]([C:14]2[CH:13]=[N:12][N:11]([CH3:10])[CH:15]=2)=[CH:17][C:18]=1[N+:23]([O-:25])=[O:24]. The yield is 0.950. (4) The reactants are [Cl:1][C:2]1[C:6]([NH:7][CH2:8][CH3:9])=[CH:5][NH:4][N:3]=1.O1CCCC1.C(=O)(O)[O-].[Na+].[F:20][C:21]([F:31])([F:30])[CH2:22][CH2:23][S:24][CH2:25][CH2:26][C:27](Cl)=[O:28]. The catalyst is O. The product is [Cl:1][C:2]1[C:6]([N:7]([CH2:8][CH3:9])[C:27](=[O:28])[CH2:26][CH2:25][S:24][CH2:23][CH2:22][C:21]([F:31])([F:30])[F:20])=[CH:5][NH:4][N:3]=1. The yield is 0.480. (5) The reactants are ClC1C(NC2C=C(C)NN=2)=NC(N[C@H:9]([C:11]2[N:16]=[CH:15][C:14]([F:17])=[CH:13][N:12]=2)[CH3:10])=NC=1.[BH4-].[Na+].C[OH:28]. No catalyst specified. The product is [F:17][C:14]1[CH:13]=[N:12][C:11]([CH:9]([OH:28])[CH3:10])=[N:16][CH:15]=1. The yield is 0.990. (6) The reactants are O.ON1C2C=CC=CC=2N=N1.Cl.[CH3:13][O:14][C:15](=[O:18])[CH2:16][NH2:17].CN1CCOCC1.Cl.C(C(NCCCN(C)C)=N)C.[C:38]([C:41]1[N:42]=[C:43]([CH:46]2[CH2:54][C:53]3[C:48](=[CH:49][CH:50]=[CH:51][CH:52]=3)[N:47]2[C:55]([O:57][C:58]([CH3:61])([CH3:60])[CH3:59])=[O:56])[NH:44][CH:45]=1)(O)=[O:39]. The catalyst is C(Cl)Cl. The product is [CH3:13][O:14][C:15](=[O:18])[CH2:16][NH:17][C:38]([C:41]1[N:42]=[C:43]([CH:46]2[CH2:54][C:53]3[C:48](=[CH:49][CH:50]=[CH:51][CH:52]=3)[N:47]2[C:55]([O:57][C:58]([CH3:61])([CH3:60])[CH3:59])=[O:56])[NH:44][CH:45]=1)=[O:39]. The yield is 0.690. (7) The reactants are [NH2:1][C:2]1[CH:7]=[C:6]([C:8]2[CH:13]=[CH:12][C:11]([Br:14])=[CH:10][CH:9]=2)[NH:5][C:4](=[S:15])[N:3]=1.I[CH2:17][CH3:18].C(=O)(O)[O-].[Na+].O. The catalyst is CS(C)=O. The product is [Br:14][C:11]1[CH:10]=[CH:9][C:8]([C:6]2[N:5]=[C:4]([S:15][CH2:17][CH3:18])[N:3]=[C:2]([NH2:1])[CH:7]=2)=[CH:13][CH:12]=1. The yield is 0.818. (8) The reactants are CN(C=O)C.[Cl:6][C:7]1[CH:23]=[C:22]([F:24])[CH:21]=[CH:20][C:8]=1[O:9][C:10]1[CH:18]=[CH:17][CH:16]=[C:15]([CH3:19])[C:11]=1[C:12]([OH:14])=O.O=S(Cl)Cl.[NH2:29][C:30]1[CH:31]=[C:32]([S:36]([NH2:39])(=[O:38])=[O:37])[CH:33]=[CH:34][CH:35]=1.CCN(CC)CC. The catalyst is C(Cl)Cl. The product is [Cl:6][C:7]1[CH:23]=[C:22]([F:24])[CH:21]=[CH:20][C:8]=1[O:9][C:10]1[CH:18]=[CH:17][CH:16]=[C:15]([CH3:19])[C:11]=1[C:12]([NH:29][C:30]1[CH:35]=[CH:34][CH:33]=[C:32]([S:36](=[O:38])(=[O:37])[NH2:39])[CH:31]=1)=[O:14]. The yield is 0.0400. (9) The reactants are [Br:1][C:2]1[CH:3]=[C:4]([OH:8])[CH:5]=[CH:6][CH:7]=1.[CH:9]1([CH2:15][CH2:16]C2C=CC=CC=2O)[CH2:14][CH2:13][CH2:12][CH2:11][CH2:10]1.C1(P(C2C=CC=CC=2)C2C=CC=CC=2)C=CC=CC=1.N(C(OCC)=O)=NC(OCC)=O.C1(C)C=CC=CC=1. The catalyst is O1CCCC1. The product is [Br:1][C:2]1[CH:7]=[CH:6][CH:5]=[C:4]([O:8][CH2:16][CH2:15][CH:9]2[CH2:14][CH2:13][CH2:12][CH2:11][CH2:10]2)[CH:3]=1. The yield is 0.940.